From a dataset of Reaction yield outcomes from USPTO patents with 853,638 reactions. Predict the reaction yield, written as a fraction of the theoretical maximum amount of product (1.0 means a 100% yield; for example, 0.34 means a 34% yield). The reactants are [CH3:1][N:2]1[C:6]([CH2:7][O:8][CH2:9][C:10]2[CH:11]=[C:12]([N:16]3[C:20]4[CH:21]=[CH:22][C:23]([C:25](=O)[CH3:26])=[CH:24][C:19]=4[N:18]=[CH:17]3)[CH:13]=[CH:14][CH:15]=2)=[N:5][CH:4]=[N:3]1.[CH3:28][O:29][NH2:30]. No catalyst specified. The product is [CH3:28][O:29][N:30]=[C:25]([C:23]1[CH:22]=[CH:21][C:20]2[N:16]([C:12]3[CH:13]=[CH:14][CH:15]=[C:10]([CH2:9][O:8][CH2:7][C:6]4[N:2]([CH3:1])[N:3]=[CH:4][N:5]=4)[CH:11]=3)[CH:17]=[N:18][C:19]=2[CH:24]=1)[CH3:26]. The yield is 0.583.